This data is from Forward reaction prediction with 1.9M reactions from USPTO patents (1976-2016). The task is: Predict the product of the given reaction. (1) Given the reactants [CH2:1]([N:8]1[CH2:32][C@:31]2([C:33](=[O:36])CO)[C@@H:10]([CH2:11][C@H:12]3[C@H:25]4[C@@:16]([F:29])([C@:17]5([CH3:28])[C:22]([C@@H:23]([F:26])[CH2:24]4)=[CH:21][C:20](=[O:27])[CH:19]=[CH:18]5)[C@@H:15]([OH:30])[CH2:14][C@@:13]32[CH3:37])[CH2:9]1)[C:2]1[CH:7]=[CH:6][CH:5]=[CH:4][CH:3]=1.[OH-:38].[Na+], predict the reaction product. The product is: [CH2:1]([N:8]1[CH2:32][C@:31]2([C:33]([OH:36])=[O:38])[C@@H:10]([CH2:11][C@H:12]3[CH:25]4[C@@:16]([F:29])([C@:17]5([CH3:28])[C:22]([C@@H:23]([F:26])[CH2:24]4)=[CH:21][C:20](=[O:27])[CH:19]=[CH:18]5)[C@@H:15]([OH:30])[CH2:14][C@@:13]32[CH3:37])[CH2:9]1)[C:2]1[CH:3]=[CH:4][CH:5]=[CH:6][CH:7]=1. (2) Given the reactants C([O:3][C:4](=[O:19])[C@@H:5]([O:17][CH3:18])[CH2:6][C:7]1[CH:12]=[CH:11][C:10]([C:13](=[O:16])[CH2:14]Br)=[CH:9][CH:8]=1)C.[C:20]1([C:26]2[CH:31]=[CH:30][C:29]([OH:32])=[CH:28][CH:27]=2)[CH:25]=[CH:24][CH:23]=[CH:22][CH:21]=1.C([O-])([O-])=O.[K+].[K+].CO, predict the reaction product. The product is: [C:26]1([C:20]2[CH:25]=[CH:24][CH:23]=[CH:22][CH:21]=2)[CH:27]=[CH:28][C:29]([O:32][CH2:14][C:13]([C:10]2[CH:9]=[CH:8][C:7]([CH2:6][C@H:5]([O:17][CH3:18])[C:4]([OH:3])=[O:19])=[CH:12][CH:11]=2)=[O:16])=[CH:30][CH:31]=1.